Dataset: Catalyst prediction with 721,799 reactions and 888 catalyst types from USPTO. Task: Predict which catalyst facilitates the given reaction. (1) Reactant: [CH3:1][O:2][C:3]([C@@H:5]1[CH2:9][CH2:8][C:7](=[O:10])[N:6]1[C:11]([O:13][C:14]([CH3:17])([CH3:16])[CH3:15])=[O:12])=[O:4].O.[F:19][C:20]1[CH:21]=[C:22]([Mg]Br)[CH:23]=[CH:24][C:25]=1[F:26]. Product: [C:14]([O:13][C:11]([NH:6][C@@H:5]([CH2:9][CH2:8][C:7]([C:23]1[CH:22]=[CH:21][C:20]([F:19])=[C:25]([F:26])[CH:24]=1)=[O:10])[C:3]([O:2][CH3:1])=[O:4])=[O:12])([CH3:17])([CH3:16])[CH3:15]. The catalyst class is: 7. (2) Reactant: [F:1][C:2]1[CH:7]=[CH:6][C:5]([N:8]2[CH2:12][C:11](O)([C:13]([F:16])([F:15])[F:14])[N:10]=[C:9]2[C:18]2[CH:23]=[CH:22][C:21]([S:24]([CH3:27])(=[O:26])=[O:25])=[CH:20][CH:19]=2)=[CH:4][CH:3]=1.O.C1(C)C=CC(S(O)(=O)=O)=CC=1. Product: [F:1][C:2]1[CH:7]=[CH:6][C:5]([N:8]2[CH:12]=[C:11]([C:13]([F:16])([F:14])[F:15])[N:10]=[C:9]2[C:18]2[CH:23]=[CH:22][C:21]([S:24]([CH3:27])(=[O:25])=[O:26])=[CH:20][CH:19]=2)=[CH:4][CH:3]=1. The catalyst class is: 11. (3) Reactant: N#N.C[O:4][C:5]([C:7]1[N:8]=[CH:9][O:10][C:11]=1[C:12]1[CH:17]=[CH:16][CH:15]=[C:14]([CH2:18][O:19][CH3:20])[CH:13]=1)=[O:6].[OH-].[Na+].Cl. Product: [CH3:20][O:19][CH2:18][C:14]1[CH:13]=[C:12]([C:11]2[O:10][CH:9]=[N:8][C:7]=2[C:5]([OH:6])=[O:4])[CH:17]=[CH:16][CH:15]=1. The catalyst class is: 1. (4) Reactant: ClC1C=CC=C(C(OO)=[O:9])C=1.[CH2:12]([S:14][C:15]1[CH:20]=[CH:19][CH:18]=[CH:17][C:16]=1[C:21]1[CH:22]=[CH:23][C:24]2[N:25]([CH:28]=[C:29]([C:31]([F:37])([F:36])[C:32]([F:35])([F:34])[F:33])[N:30]=2)[C:26]=1[CH3:27])[CH3:13].S([O-])([O-])(=O)=S.[Na+].[Na+].C(=O)(O)[O-].[Na+]. Product: [CH2:12]([S:14]([C:15]1[CH:20]=[CH:19][CH:18]=[CH:17][C:16]=1[C:21]1[CH:22]=[CH:23][C:24]2[N:25]([CH:28]=[C:29]([C:31]([F:36])([F:37])[C:32]([F:35])([F:33])[F:34])[N:30]=2)[C:26]=1[CH3:27])=[O:9])[CH3:13]. The catalyst class is: 22. (5) Reactant: [CH3:1][NH2:2].[F:3][C:4]([F:10])([F:9])[S:5](F)(=[O:7])=[O:6]. Product: [CH3:1][NH:2][S:5]([C:4]([F:10])([F:9])[F:3])(=[O:7])=[O:6]. The catalyst class is: 4. (6) Reactant: C[O:2][C:3]([C:5]1[S:9][C:8]2[CH:10]=[C:11]([Br:15])[CH:12]=[C:13]([F:14])[C:7]=2[CH:6]=1)=[O:4].[Li+].[OH-].O. Product: [Br:15][C:11]1[CH:12]=[C:13]([F:14])[C:7]2[CH:6]=[C:5]([C:3]([OH:4])=[O:2])[S:9][C:8]=2[CH:10]=1. The catalyst class is: 1.